From a dataset of Full USPTO retrosynthesis dataset with 1.9M reactions from patents (1976-2016). Predict the reactants needed to synthesize the given product. (1) The reactants are: [C:1](Cl)(Cl)=[O:2].CN(C)C=O.[CH3:10][O:11][C:12]1[CH:17]=[CH:16][C:15]([NH:18][NH:19][C:20](=[O:25])[C:21]([CH3:24])([CH3:23])[CH3:22])=[CH:14][CH:13]=1. Given the product [CH3:10][O:11][C:12]1[CH:13]=[CH:14][C:15]([N:18]2[C:1](=[O:2])[O:25][C:20]([C:21]([CH3:24])([CH3:23])[CH3:22])=[N:19]2)=[CH:16][CH:17]=1, predict the reactants needed to synthesize it. (2) The reactants are: C(OC(=O)[NH:7][CH:8]1[C:15](=[O:16])[N:14]2[CH:10]([S:11][CH2:12][CH:13]2[C:17]#[N:18])[CH2:9]1)(C)(C)C. Given the product [NH2:7][CH:8]1[C:15](=[O:16])[N:14]2[CH:10]([S:11][CH2:12][CH:13]2[C:17]#[N:18])[CH2:9]1, predict the reactants needed to synthesize it. (3) Given the product [F:23][C:21]1[CH:22]=[C:13]([NH:12][S:8]([C:5]2[CH:4]=[CH:3][C:2]([I:1])=[CH:7][N:6]=2)(=[O:10])=[O:9])[CH:14]=[C:15]([F:24])[C:16]=1[C:17]([O:19][CH3:20])=[O:18], predict the reactants needed to synthesize it. The reactants are: [I:1][C:2]1[CH:3]=[CH:4][C:5]([S:8](Cl)(=[O:10])=[O:9])=[N:6][CH:7]=1.[NH2:12][C:13]1[CH:22]=[C:21]([F:23])[C:16]([C:17]([O:19][CH3:20])=[O:18])=[C:15]([F:24])[CH:14]=1.N1C=CC=CC=1. (4) Given the product [NH2:30][CH2:29][C:26]1[CH:25]=[CH:24][C:23]([C:22]([N:15]2[C:16]3[C:21](=[CH:20][CH:19]=[CH:18][CH:17]=3)[C@H:12]([N:8]([C:5]3[CH:4]=[CH:3][C:2]([Cl:1])=[CH:7][CH:6]=3)[C:9](=[O:11])[CH3:10])[CH2:13][C@@H:14]2[CH3:32])=[O:31])=[CH:28][CH:27]=1, predict the reactants needed to synthesize it. The reactants are: [Cl:1][C:2]1[CH:7]=[CH:6][C:5]([N:8]([C@H:12]2[C:21]3[C:16](=[CH:17][CH:18]=[CH:19][CH:20]=3)[N:15]([C:22](=[O:31])[C:23]3[CH:28]=[CH:27][C:26]([C:29]#[N:30])=[CH:25][CH:24]=3)[C@@H:14]([CH3:32])[CH2:13]2)[C:9](=[O:11])[CH3:10])=[CH:4][CH:3]=1.[BH4-].[Na+]. (5) The reactants are: C([O:3][C:4](=[O:31])[CH:5]([O:28][CH2:29][CH3:30])[CH2:6][C:7]1[CH:12]=[CH:11][C:10]([O:13][CH2:14][C:15]2[N:16]=[C:17]([C:21]3[CH:26]=[CH:25][CH:24]=[CH:23][CH:22]=3)[S:18][C:19]=2[CH3:20])=[CH:9][C:8]=1[CH3:27])C.[Li+].[OH-]. Given the product [CH2:29]([O:28][CH:5]([CH2:6][C:7]1[CH:12]=[CH:11][C:10]([O:13][CH2:14][C:15]2[N:16]=[C:17]([C:21]3[CH:26]=[CH:25][CH:24]=[CH:23][CH:22]=3)[S:18][C:19]=2[CH3:20])=[CH:9][C:8]=1[CH3:27])[C:4]([OH:31])=[O:3])[CH3:30], predict the reactants needed to synthesize it.